From a dataset of Forward reaction prediction with 1.9M reactions from USPTO patents (1976-2016). Predict the product of the given reaction. (1) The product is: [Cl:17][CH:2]1[CH2:3][CH:4]([CH2:7][C:8]([NH:10][C:11]2[CH:12]=[CH:13][CH:14]=[CH:15][CH:16]=2)=[O:9])[CH2:5][CH2:6][CH2:1]1. Given the reactants [CH2:1]1[CH2:6][CH2:5][CH:4]([CH2:7][C:8]([NH:10][C:11]2[CH:16]=[CH:15][CH:14]=[CH:13][CH:12]=2)=[O:9])[CH2:3][CH2:2]1.[Cl:17]([O-])(=O)=O.[Na+].S(=O)(O)[O-].[Na+], predict the reaction product. (2) Given the reactants [NH2:1][C:2]1[CH:3]=[C:4]([C:9]2[CH:10]=[C:11]([NH:24][C:25]([C:27]3[N:28]=[C:29]([CH3:32])[S:30][CH:31]=3)=[O:26])[C:12]3[C:16]([CH:17]=2)=[N:15][N:14](C2CCCCO2)[CH:13]=3)[CH:5]=[N:6][C:7]=1[Cl:8].[CH:33]1([S:36](Cl)(=[O:38])=[O:37])[CH2:35][CH2:34]1.Cl.C(Cl)Cl, predict the reaction product. The product is: [Cl:8][C:7]1[N:6]=[CH:5][C:4]([C:9]2[CH:17]=[C:16]3[C:12]([CH:13]=[N:14][NH:15]3)=[C:11]([NH:24][C:25]([C:27]3[N:28]=[C:29]([CH3:32])[S:30][CH:31]=3)=[O:26])[CH:10]=2)=[CH:3][C:2]=1[NH:1][S:36]([CH:33]1[CH2:35][CH2:34]1)(=[O:38])=[O:37]. (3) Given the reactants [C:1]([Si:5]([CH3:21])([CH3:20])[O:6][CH2:7][CH2:8][N:9]1[C:17]2[C:12](=[CH:13][C:14]([CH3:19])=[C:15]([NH2:18])[CH:16]=2)[CH:11]=[N:10]1)([CH3:4])([CH3:3])[CH3:2].[F:22][C:23]1[CH:28]=[CH:27][C:26]([C@@H:29]2[CH2:34][C:33](=[O:35])[NH:32][CH:31]=[C:30]2[C:36](Cl)=[O:37])=[CH:25][CH:24]=1, predict the reaction product. The product is: [C:1]([Si:5]([CH3:21])([CH3:20])[O:6][CH2:7][CH2:8][N:9]1[C:17]2[C:12](=[CH:13][C:14]([CH3:19])=[C:15]([NH:18][C:36]([C:30]3[C@H:29]([C:26]4[CH:27]=[CH:28][C:23]([F:22])=[CH:24][CH:25]=4)[CH2:34][C:33](=[O:35])[NH:32][CH:31]=3)=[O:37])[CH:16]=2)[CH:11]=[N:10]1)([CH3:4])([CH3:3])[CH3:2]. (4) Given the reactants IC1C=CC=CC=1C(Cl)=O.[CH3:11][O:12][C:13]1[CH:14]=[C:15]2[C:20](=[CH:21][C:22]=1[O:23][CH3:24])[N:19]=[CH:18][CH:17]=[C:16]2[O:25][C:26]1[CH:32]=[CH:31][C:29]([NH2:30])=[CH:28][C:27]=1[F:33].[I:34][C:35]1[CH:40]=[CH:39][CH:38]=[CH:37][C:36]=1[C:41]([N:43]=[C:44]=[S:45])=[O:42], predict the reaction product. The product is: [I:34][C:35]1[CH:40]=[CH:39][CH:38]=[CH:37][C:36]=1[C:41]([N:43]=[C:44]=[S:45])=[O:42].[CH3:11][O:12][C:13]1[CH:14]=[C:15]2[C:20](=[CH:21][C:22]=1[O:23][CH3:24])[N:19]=[CH:18][CH:17]=[C:16]2[O:25][C:26]1[CH:32]=[CH:31][C:29]([NH:30][C:44]([NH:43][C:41](=[O:42])[C:36]2[CH:37]=[CH:38][CH:39]=[CH:40][C:35]=2[I:34])=[S:45])=[CH:28][C:27]=1[F:33]. (5) Given the reactants [F:1][C:2]([F:19])([F:18])[CH2:3][CH2:4][CH:5]([C:7]1[CH:17]=[CH:16][C:10]([C:11]([O:13][CH2:14][CH3:15])=[O:12])=[CH:9][CH:8]=1)[OH:6].C(N(CC)CC)C.[CH3:27][S:28](Cl)(=[O:30])=[O:29], predict the reaction product. The product is: [F:1][C:2]([F:18])([F:19])[CH2:3][CH2:4][CH:5]([C:7]1[CH:17]=[CH:16][C:10]([C:11]([O:13][CH2:14][CH3:15])=[O:12])=[CH:9][CH:8]=1)[O:6][S:28]([CH3:27])(=[O:30])=[O:29]. (6) Given the reactants [N:1]1([C:6]2[CH:18]=[CH:17][C:9]([O:10][CH:11]3[CH2:16][CH2:15][CH2:14][NH:13][CH2:12]3)=[CH:8][CH:7]=2)[CH:5]=[CH:4][N:3]=[CH:2]1.CO.[CH3:21][O:22][C:23]1[C:32]2[C:27](=[CH:28][CH:29]=[CH:30][CH:31]=2)[C:26]([CH:33]=O)=[CH:25][CH:24]=1, predict the reaction product. The product is: [N:1]1([C:6]2[CH:18]=[CH:17][C:9]([O:10][CH:11]3[CH2:16][CH2:15][CH2:14][N:13]([CH2:33][C:26]4[C:27]5[C:32](=[CH:31][CH:30]=[CH:29][CH:28]=5)[C:23]([O:22][CH3:21])=[CH:24][CH:25]=4)[CH2:12]3)=[CH:8][CH:7]=2)[CH:5]=[CH:4][N:3]=[CH:2]1.